From a dataset of Reaction yield outcomes from USPTO patents with 853,638 reactions. Predict the reaction yield, written as a fraction of the theoretical maximum amount of product (1.0 means a 100% yield; for example, 0.34 means a 34% yield). (1) The reactants are S(Cl)(Cl)=O.[Br:5][C:6]1[CH:7]=[CH:8][C:9]([CH2:12]O)=[N:10][CH:11]=1.[NH:14]1[CH2:19][CH2:18][O:17][CH2:16][CH2:15]1. The catalyst is C(Cl)Cl.C(Cl)(Cl)Cl. The product is [Br:5][C:6]1[CH:7]=[CH:8][C:9]([CH2:12][N:14]2[CH2:19][CH2:18][O:17][CH2:16][CH2:15]2)=[N:10][CH:11]=1. The yield is 0.850. (2) The reactants are [F:1][C:2]1[CH:7]=[CH:6][CH:5]=[CH:4][C:3]=1[O:8][C:9]1[CH:14]=[CH:13][C:12]([N+:15]([O-])=O)=[CH:11][CH:10]=1.[NH4+].[Cl-]. The catalyst is [Fe].CCO. The product is [F:1][C:2]1[CH:7]=[CH:6][CH:5]=[CH:4][C:3]=1[O:8][C:9]1[CH:10]=[CH:11][C:12]([NH2:15])=[CH:13][CH:14]=1. The yield is 0.960. (3) The reactants are [F:1][C:2]([F:15])([C:5]1[CH:14]=[CH:13][C:12]2[C:7](=[CH:8][CH:9]=[CH:10][CH:11]=2)[N:6]=1)[CH2:3][NH2:4].C[O:17][C:18](=O)[C:19]1[C:24]([CH2:25]Br)=[CH:23][CH:22]=[CH:21][C:20]=1[Br:27]. The catalyst is CCO. The product is [Br:27][C:20]1[CH:21]=[CH:22][CH:23]=[C:24]2[C:19]=1[C:18](=[O:17])[N:4]([CH2:3][C:2]([F:1])([F:15])[C:5]1[CH:14]=[CH:13][C:12]3[C:7](=[CH:8][CH:9]=[CH:10][CH:11]=3)[N:6]=1)[CH2:25]2. The yield is 0.310. (4) The reactants are [F:1][C:2]([F:16])([F:15])[C:3]1[C:4]([CH:9]2[CH2:14][CH2:13][NH:12][CH2:11][CH2:10]2)=[N:5][CH:6]=[CH:7][CH:8]=1.[Cl:17][C:18]1[CH:23]=[CH:22][CH:21]=[CH:20][C:19]=1[S:24](Cl)(=[O:26])=[O:25].C([O-])(O)=O.[Na+]. The catalyst is C(Cl)Cl. The product is [Cl:17][C:18]1[CH:23]=[CH:22][CH:21]=[CH:20][C:19]=1[S:24]([N:12]1[CH2:11][CH2:10][CH:9]([C:4]2[C:3]([C:2]([F:15])([F:1])[F:16])=[CH:8][CH:7]=[CH:6][N:5]=2)[CH2:14][CH2:13]1)(=[O:26])=[O:25]. The yield is 0.700. (5) The reactants are [CH3:1][O:2][C:3]1[CH:8]=[CH:7][CH:6]=[CH:5][C:4]=1[S:9]([N:12]([CH3:33])[C:13]1[CH:14]=[CH:15][CH:16]=[C:17]2[C:21]=1[NH:20][C:19]([C:22]1[S:23][CH:24]([CH2:27][C:28]([O:30]CC)=[O:29])[CH2:25][N:26]=1)=[CH:18]2)(=[O:11])=[O:10].[OH-].[K+].C(O)(=O)CC(CC(O)=O)(C(O)=O)O. The catalyst is O1CCCC1.CO. The product is [CH3:1][O:2][C:3]1[CH:8]=[CH:7][CH:6]=[CH:5][C:4]=1[S:9]([N:12]([CH3:33])[C:13]1[CH:14]=[CH:15][CH:16]=[C:17]2[C:21]=1[NH:20][C:19]([C:22]1[S:23][CH:24]([CH2:27][C:28]([OH:30])=[O:29])[CH2:25][N:26]=1)=[CH:18]2)(=[O:10])=[O:11]. The yield is 0.780. (6) The reactants are [Br:1][C:2]1[CH:3]=[C:4]([C:6]([CH3:9])=[CH:7][CH:8]=1)[NH2:5].[C:10](Cl)(=[O:12])[CH3:11]. The catalyst is N1C=CC=CC=1. The product is [Br:1][C:2]1[CH:8]=[CH:7][C:6]([CH3:9])=[C:4]([NH:5][C:10](=[O:12])[CH3:11])[CH:3]=1. The yield is 0.610.